From a dataset of Peptide-MHC class I binding affinity with 185,985 pairs from IEDB/IMGT. Regression. Given a peptide amino acid sequence and an MHC pseudo amino acid sequence, predict their binding affinity value. This is MHC class I binding data. (1) The peptide sequence is RQAGVQYSR. The MHC is HLA-A02:03 with pseudo-sequence HLA-A02:03. The binding affinity (normalized) is 0. (2) The peptide sequence is SQMTSTFIM. The MHC is HLA-A24:02 with pseudo-sequence HLA-A24:02. The binding affinity (normalized) is 0.290.